From a dataset of Full USPTO retrosynthesis dataset with 1.9M reactions from patents (1976-2016). Predict the reactants needed to synthesize the given product. (1) Given the product [NH2:17][C:10]1[CH:11]=[C:12]([C:15]#[N:16])[CH:13]=[CH:14][C:9]=1[CH2:8][NH:7][C:5](=[O:6])[C:4]1[CH:20]=[CH:21][CH:22]=[C:2]([Cl:1])[CH:3]=1, predict the reactants needed to synthesize it. The reactants are: [Cl:1][C:2]1[CH:3]=[C:4]([CH:20]=[CH:21][CH:22]=1)[C:5]([NH:7][CH2:8][C:9]1[CH:14]=[CH:13][C:12]([C:15]#[N:16])=[CH:11][C:10]=1[N+:17]([O-])=O)=[O:6]. (2) The reactants are: [CH2:1]([O:8][C:9]1[CH:14]=[C:13]([O:15][CH2:16][C:17]2[CH:22]=[CH:21][CH:20]=[CH:19][CH:18]=2)[C:12](Br)=[CH:11][C:10]=1[C:24]([N:26]1[CH2:34][C:33]2[C:28](=[CH:29][CH:30]=[CH:31][CH:32]=2)[CH2:27]1)=[O:25])[C:2]1[CH:7]=[CH:6][CH:5]=[CH:4][CH:3]=1.[F:35][C:36]([F:41])([F:40])C([O-])=O.[Na+]. Given the product [CH2:1]([O:8][C:9]1[CH:14]=[C:13]([O:15][CH2:16][C:17]2[CH:22]=[CH:21][CH:20]=[CH:19][CH:18]=2)[C:12]([C:36]([F:41])([F:40])[F:35])=[CH:11][C:10]=1[C:24]([N:26]1[CH2:34][C:33]2[C:28](=[CH:29][CH:30]=[CH:31][CH:32]=2)[CH2:27]1)=[O:25])[C:2]1[CH:7]=[CH:6][CH:5]=[CH:4][CH:3]=1, predict the reactants needed to synthesize it.